The task is: Predict the reactants needed to synthesize the given product.. This data is from Full USPTO retrosynthesis dataset with 1.9M reactions from patents (1976-2016). Given the product [CH2:24]([O:27][CH:2]1[C:15]2[C:10](=[CH:11][CH:12]=[CH:13][C:14]=2[Cl:16])[C:9](=[O:17])[C:8]2[C:7]([Cl:18])=[CH:6][CH:5]=[CH:4][C:3]1=2)[CH2:25][CH3:26], predict the reactants needed to synthesize it. The reactants are: Br[CH:2]1[C:15]2[C:10](=[CH:11][CH:12]=[CH:13][C:14]=2[Cl:16])[C:9](=[O:17])[C:8]2[C:7]([Cl:18])=[CH:6][CH:5]=[CH:4][C:3]1=2.C(=O)([O-])[O-].[Ca+2].[CH2:24]([OH:27])[CH2:25][CH3:26].O.